From a dataset of Full USPTO retrosynthesis dataset with 1.9M reactions from patents (1976-2016). Predict the reactants needed to synthesize the given product. (1) Given the product [NH2:19][C@@H:16]1[CH2:15][CH2:14][C@H:13]([NH:12][C:10]([C:2]2[N:1]=[C:5]3[CH:6]=[CH:7][CH:8]=[CH:9][N:4]3[CH:3]=2)=[O:11])[CH2:18][CH2:17]1, predict the reactants needed to synthesize it. The reactants are: [N:1]1[C:2]([C:10]([NH:12][C@@H:13]2[CH2:18][CH2:17][C@H:16]([NH:19]C(=O)OC(C)(C)C)[CH2:15][CH2:14]2)=[O:11])=[CH:3][N:4]2[CH:9]=[CH:8][CH:7]=[CH:6][C:5]=12. (2) Given the product [F:39][C:33]1[C:34]([F:38])=[CH:35][CH:36]=[CH:37][C:32]=1[C:30]1[N:31]=[C:26]2[CH:25]=[N:24][N:23]([CH2:22][C:19]3[CH:20]=[N:21][C:16]([C:5]4[CH:6]=[CH:7][C:2]([CH3:1])=[CH:3][C:4]=4[C:11]([F:14])([F:13])[F:12])=[CH:17][CH:18]=3)[CH:28]=[C:27]2[N:29]=1, predict the reactants needed to synthesize it. The reactants are: [CH3:1][C:2]1[CH:7]=[CH:6][C:5](B(O)O)=[C:4]([C:11]([F:14])([F:13])[F:12])[CH:3]=1.Cl[C:16]1[N:21]=[CH:20][C:19]([CH2:22][N:23]2[CH:28]=[C:27]3[N:29]=[C:30]([C:32]4[CH:37]=[CH:36][CH:35]=[C:34]([F:38])[C:33]=4[F:39])[N:31]=[C:26]3[CH:25]=[N:24]2)=[CH:18][CH:17]=1.